This data is from Catalyst prediction with 721,799 reactions and 888 catalyst types from USPTO. The task is: Predict which catalyst facilitates the given reaction. (1) Reactant: [F:1][C:2]1[CH:7]=[C:6]([CH3:8])[C:5]([S:9][CH2:10][C:11]([F:14])([F:13])[F:12])=[CH:4][C:3]=1[N:15]1[C:19]([C:20](O)=O)=[CH:18][C:17]([O:23][CH2:24][C:25]([F:31])([F:30])[C:26]([F:29])([F:28])[F:27])=[N:16]1.C(Cl)(=O)C(Cl)=O.C[N:39](C)[CH:40]=[O:41]. The catalyst class is: 4. Product: [F:1][C:2]1[CH:7]=[C:6]([CH3:8])[C:5]([S:9][CH2:10][C:11]([F:14])([F:13])[F:12])=[CH:4][C:3]=1[N:15]1[C:19]([CH2:20][C:40]([NH2:39])=[O:41])=[CH:18][C:17]([O:23][CH2:24][C:25]([F:31])([F:30])[C:26]([F:29])([F:27])[F:28])=[N:16]1. (2) Reactant: [Br:1][CH2:2][C@@:3]([OH:8])([CH3:7])[C:4](O)=[O:5].O=S(Cl)Cl.[CH3:13][O:14][C:15]1[CH:20]=[CH:19][C:18]([NH2:21])=[CH:17][CH:16]=1.C(N(CC)CC)C. Product: [Br:1][CH2:2][C@@:3]([OH:8])([CH3:7])[C:4]([NH:21][C:18]1[CH:19]=[CH:20][C:15]([O:14][CH3:13])=[CH:16][CH:17]=1)=[O:5]. The catalyst class is: 375.